This data is from Forward reaction prediction with 1.9M reactions from USPTO patents (1976-2016). The task is: Predict the product of the given reaction. (1) Given the reactants [CH3:1][C:2]1[CH:7]=[CH:6][CH:5]=[CH:4][C:3]=1[S:8]([Cl:11])(=[O:10])=[O:9].[Br:12]N1C(=O)CCC1=O, predict the reaction product. The product is: [Br:12][CH2:1][C:2]1[CH:7]=[CH:6][CH:5]=[CH:4][C:3]=1[S:8]([Cl:11])(=[O:9])=[O:10]. (2) The product is: [CH2:1]([O:3][C:4](=[O:15])[C:5]([C:12](=[O:14])[CH2:13][CH2:27][C:28]#[N:29])([CH3:11])[CH2:6][CH:7]=[C:8]([CH3:9])[CH3:10])[CH3:2]. Given the reactants [CH2:1]([O:3][C:4](=[O:15])[C:5]([C:12](=[O:14])[CH3:13])([CH3:11])[CH2:6][CH:7]=[C:8]([CH3:10])[CH3:9])[CH3:2].C[Si]([N-][Si](C)(C)C)(C)C.[Li+].Br[CH2:27][C:28]#[N:29].[O-2].[Al+3].[O-2].[O-2].[Al+3], predict the reaction product. (3) Given the reactants C(OC(=O)NC1C=CC=C(CN2C=CC(N[C:21](=[O:40])[C@@H:22]([C:29]3[CH:34]=[CH:33][C:32]([S:35]([CH3:38])(=[O:37])=[O:36])=[C:31](Cl)[CH:30]=3)[CH2:23][CH:24]3[CH2:28][CH2:27][CH2:26][CH2:25]3)=N2)C=1)(C)(C)C.[C:42](Cl)(=O)C(Cl)=O.[NH2:48][C:49]1[CH:53]=[CH:52][N:51]([CH2:54][C:55]([CH3:58])([OH:57])[CH3:56])[N:50]=1.N1C(C)=CC=CC=1C, predict the reaction product. The product is: [CH:24]1([CH2:23][C@H:22]([C:29]2[CH:34]=[CH:33][C:32]([S:35]([CH3:38])(=[O:36])=[O:37])=[C:31]([CH3:42])[CH:30]=2)[C:21]([NH:48][C:49]2[CH:53]=[CH:52][N:51]([CH2:54][C:55]([OH:57])([CH3:58])[CH3:56])[N:50]=2)=[O:40])[CH2:25][CH2:26][CH2:27][CH2:28]1. (4) Given the reactants O[CH2:2][CH2:3][C:4]1[CH:9]=[CH:8][CH:7]=[CH:6][C:5]=1[N+:10]([O-:12])=[O:11].C1(P(C2C=CC=CC=2)C2C=CC=CC=2)C=CC=CC=1.C(Br)(Br)(Br)[Br:33], predict the reaction product. The product is: [Br:33][CH2:2][CH2:3][C:4]1[CH:9]=[CH:8][CH:7]=[CH:6][C:5]=1[N+:10]([O-:12])=[O:11]. (5) Given the reactants ClC(Cl)(Cl)COC(=O)NC1N(C2C=NN(CCO)C=2)N=C(C(C)(C)C)C=1.C[C@H]1CCCCN1C1N2C=C(O[C@H]3C4C(=CC=CC=4)[C@@H](N)CC3)C=CC2=NN=1.[C:55]([C:59]1[CH:63]=[C:62]([NH:64][C:65]([NH:67][C@@H:68]2[C:77]3[C:72](=[CH:73][CH:74]=[CH:75][CH:76]=3)[C@H:71]([O:78][C:79]3[CH:80]=[CH:81][C:82]4[N:83]([C:85]([N:88]5[CH2:93][CH2:92][CH2:91][CH2:90][C@H:89]5[CH3:94])=[N:86][N:87]=4)[CH:84]=3)[CH2:70][CH2:69]2)=[O:66])[N:61]([C:95]2[CH:96]=[N:97][N:98]([CH2:100][CH2:101][O:102]S(C)(=O)=O)[CH:99]=2)[N:60]=1)([CH3:58])([CH3:57])[CH3:56], predict the reaction product. The product is: [C:55]([C:59]1[CH:63]=[C:62]([NH:64][C:65]([NH:67][C@@H:68]2[C:77]3[C:72](=[CH:73][CH:74]=[CH:75][CH:76]=3)[C@H:71]([O:78][C:79]3[CH:80]=[CH:81][C:82]4[N:83]([C:85]([N:88]5[CH2:93][CH2:92][CH2:91][CH2:90][C@@H:89]5[CH3:94])=[N:86][N:87]=4)[CH:84]=3)[CH2:70][CH2:69]2)=[O:66])[N:61]([C:95]2[CH:96]=[N:97][N:98]([CH2:100][CH2:101][OH:102])[CH:99]=2)[N:60]=1)([CH3:56])([CH3:57])[CH3:58]. (6) Given the reactants [CH3:1][C:2]1[S:6][C:5]([SH:7])=[N:4][N:3]=1.[OH-].[Li+].[I-].[Na+].[C:12]([C:16]1[N:21]=[C:20]([N:22]2[CH2:27][CH2:26][N:25]([CH2:28][CH2:29][CH2:30]Cl)[CH2:24][CH2:23]2)[CH:19]=[C:18]([CH:32]2[CH2:34][CH2:33]2)[N:17]=1)([CH3:15])([CH3:14])[CH3:13], predict the reaction product. The product is: [C:12]([C:16]1[N:17]=[C:18]([CH:32]2[CH2:33][CH2:34]2)[CH:19]=[C:20]([N:22]2[CH2:27][CH2:26][N:25]([CH2:28][CH2:29][CH2:30][S:7][C:5]3[S:6][C:2]([CH3:1])=[N:3][N:4]=3)[CH2:24][CH2:23]2)[N:21]=1)([CH3:15])([CH3:13])[CH3:14]. (7) Given the reactants [OH-:1].[K+].[NH2:3][OH:4].Cl.[F:6][C:7]1[CH:8]=[CH:9][C:10]([N:13]([CH2:24][C:25]2[CH:34]=[CH:33][C:28]([C:29]([O:31]C)=O)=[CH:27][CH:26]=2)[C:14]2[N:18](C)[C:17]3[CH:20]=[CH:21][CH:22]=[CH:23][C:16]=3N=2)=[N:11][CH:12]=1, predict the reaction product. The product is: [NH2:3][OH:1].[O:1]1[C:16]2[CH:23]=[CH:22][CH:21]=[CH:20][C:17]=2[N:18]=[C:14]1[N:13]([CH2:24][C:25]1[CH:34]=[CH:33][C:28]([C:29]([NH:3][OH:4])=[O:31])=[CH:27][CH:26]=1)[C:10]1[CH:9]=[CH:8][C:7]([F:6])=[CH:12][N:11]=1. (8) Given the reactants [CH2:1]([C@@:5]1([CH2:28][CH3:29])[NH:11][C@H:10]([C:12]2[CH:17]=[CH:16][CH:15]=[CH:14][CH:13]=2)[C:9]2[CH:18]=[C:19]([O:24][CH3:25])[C:20]([CH:22]=O)=[CH:21][C:8]=2[S:7](=[O:27])(=[O:26])[CH2:6]1)[CH2:2][CH2:3][CH3:4].[NH2:30][CH2:31][CH2:32][C:33]([O:35][C:36]([CH3:39])([CH3:38])[CH3:37])=[O:34].C(O)(=O)C.C(=O)([O-])[O-].[Na+].[Na+], predict the reaction product. The product is: [CH2:1]([C@@:5]1([CH2:28][CH3:29])[NH:11][C@H:10]([C:12]2[CH:17]=[CH:16][CH:15]=[CH:14][CH:13]=2)[C:9]2[CH:18]=[C:19]([O:24][CH3:25])[C:20]([CH2:22][NH:30][CH2:31][CH2:32][C:33]([O:35][C:36]([CH3:39])([CH3:38])[CH3:37])=[O:34])=[CH:21][C:8]=2[S:7](=[O:26])(=[O:27])[CH2:6]1)[CH2:2][CH2:3][CH3:4]. (9) Given the reactants [OH:1][CH2:2][C@@H:3]1[CH2:9][CH2:8][C:5]2([CH2:7][CH2:6]2)[N:4]1[C:10]([O:12][C:13]([CH3:16])([CH3:15])[CH3:14])=[O:11].C(Cl)(Cl)(Cl)Cl.[OH2:22], predict the reaction product. The product is: [C:13]([O:12][C:10]([N:4]1[C@H:3]([C:2]([OH:22])=[O:1])[CH2:9][CH2:8][C:5]21[CH2:6][CH2:7]2)=[O:11])([CH3:16])([CH3:15])[CH3:14]. (10) Given the reactants Br[C:2]1[N:3]=[CH:4][C:5]([NH2:8])=[N:6][CH:7]=1.[C-:9]#[N:10].[K+].C(OCC)(=O)C, predict the reaction product. The product is: [NH2:8][C:5]1[N:6]=[CH:7][C:2]([C:9]#[N:10])=[N:3][CH:4]=1.